The task is: Predict the reactants needed to synthesize the given product.. This data is from Full USPTO retrosynthesis dataset with 1.9M reactions from patents (1976-2016). (1) The reactants are: [F:1][C:2]([F:38])([F:37])[C:3]([C:12]1[CH:13]=[C:14]([CH:21]=[CH:22][C:23]=1[Sn:24]([CH2:33][CH2:34][CH2:35][CH3:36])([CH2:29][CH2:30][CH2:31][CH3:32])[CH2:25][CH2:26][CH2:27][CH3:28])[CH2:15][N:16](C)[CH2:17]C=C)([O:8][CH2:9][O:10][CH3:11])[C:4]([F:7])([F:6])[F:5]. Given the product [F:38][C:2]([F:1])([F:37])[C:3]([C:12]1[CH:13]=[C:14]([CH2:15][NH:16][CH3:17])[CH:21]=[CH:22][C:23]=1[Sn:24]([CH2:33][CH2:34][CH2:35][CH3:36])([CH2:29][CH2:30][CH2:31][CH3:32])[CH2:25][CH2:26][CH2:27][CH3:28])([O:8][CH2:9][O:10][CH3:11])[C:4]([F:7])([F:6])[F:5], predict the reactants needed to synthesize it. (2) The reactants are: [C:1]([C:3]1[CH:4]=[C:5]([C:9]2[N:10]([CH2:22][CH2:23][CH2:24][C:25](N(OC)C)=[O:26])[CH:11]=[C:12]3[C:17]=2[C:16](=[O:18])[N:15]([CH3:19])[C:14](=[O:20])[N:13]3[CH3:21])[CH:6]=[CH:7][CH:8]=1)#[N:2].Br[C:32]1[S:33][CH:34]=[C:35]([Cl:37])[N:36]=1. Given the product [Cl:37][C:35]1[N:36]=[C:32]([C:25](=[O:26])[CH2:24][CH2:23][CH2:22][N:10]2[C:9]([C:5]3[CH:4]=[C:3]([CH:8]=[CH:7][CH:6]=3)[C:1]#[N:2])=[C:17]3[C:12]([N:13]([CH3:21])[C:14](=[O:20])[N:15]([CH3:19])[C:16]3=[O:18])=[CH:11]2)[S:33][CH:34]=1, predict the reactants needed to synthesize it. (3) Given the product [Br:1][C:2]1[CH:11]=[CH:10][CH:9]=[CH:8][C:3]=1[C:4]([NH:12][NH2:13])=[O:5], predict the reactants needed to synthesize it. The reactants are: [Br:1][C:2]1[CH:11]=[CH:10][CH:9]=[CH:8][C:3]=1[C:4](OC)=[O:5].[NH2:12][NH2:13]. (4) Given the product [CH2:28]([O:27][CH2:26][CH2:25][CH2:24][O:20][CH2:19][CH2:18][N:6]1[C:7]2[C:16]3[CH:15]=[CH:14][CH:13]=[CH:12][C:11]=3[N:10]=[CH:9][C:8]=2[N:17]=[C:5]1[CH2:4][O:3][CH2:1][CH3:2])[C:29]1[CH:34]=[CH:33][CH:32]=[CH:31][CH:30]=1, predict the reactants needed to synthesize it. The reactants are: [CH2:1]([O:3][CH2:4][C:5]1[N:6]([CH2:18][CH2:19][OH:20])[C:7]2[C:16]3[CH:15]=[CH:14][CH:13]=[CH:12][C:11]=3[N:10]=[CH:9][C:8]=2[N:17]=1)[CH3:2].[H-].[Na+].Br[CH2:24][CH2:25][CH2:26][O:27][CH2:28][C:29]1[CH:34]=[CH:33][CH:32]=[CH:31][CH:30]=1. (5) Given the product [Si:32]([O:1][C:2]([CH3:17])([CH3:16])[CH2:3][O:4][N:5]1[C:6](=[O:15])[C:7]2[C:12](=[CH:11][CH:10]=[CH:9][CH:8]=2)[C:13]1=[O:14])([C:35]([CH3:38])([CH3:37])[CH3:36])([CH3:34])[CH3:33], predict the reactants needed to synthesize it. The reactants are: [OH:1][C:2]([CH3:17])([CH3:16])[CH2:3][O:4][N:5]1[C:13](=[O:14])[C:12]2[C:7](=[CH:8][CH:9]=[CH:10][CH:11]=2)[C:6]1=[O:15].N1C(C)=CC=CC=1C.FC(F)(F)S(O[Si:32]([C:35]([CH3:38])([CH3:37])[CH3:36])([CH3:34])[CH3:33])(=O)=O. (6) Given the product [NH2:1][C:2]1[C:7]([Cl:8])=[C:6]([C:9]([OH:11])=[O:10])[N:5]=[C:4]([C:13]2[C:14]([Cl:20])=[N:15][C:16]([Cl:19])=[CH:17][CH:18]=2)[CH:3]=1, predict the reactants needed to synthesize it. The reactants are: [NH2:1][C:2]1[C:7]([Cl:8])=[C:6]([C:9]([O:11]C)=[O:10])[N:5]=[C:4]([C:13]2[C:14]([Cl:20])=[N:15][C:16]([Cl:19])=[CH:17][CH:18]=2)[CH:3]=1.[OH-].[Na+].